Regression. Given a peptide amino acid sequence and an MHC pseudo amino acid sequence, predict their binding affinity value. This is MHC class I binding data. From a dataset of Peptide-MHC class I binding affinity with 185,985 pairs from IEDB/IMGT. (1) The peptide sequence is IASSMKGENV. The MHC is HLA-A02:06 with pseudo-sequence HLA-A02:06. The binding affinity (normalized) is 0.469. (2) The peptide sequence is KALGPAATL. The MHC is HLA-A02:01 with pseudo-sequence HLA-A02:01. The binding affinity (normalized) is 0.278. (3) The peptide sequence is RAVPPNPTI. The MHC is HLA-B58:01 with pseudo-sequence HLA-B58:01. The binding affinity (normalized) is 0.898. (4) The peptide sequence is ALKNSQAEL. The MHC is HLA-A02:01 with pseudo-sequence HLA-A02:01. The binding affinity (normalized) is 0.310. (5) The peptide sequence is IEVLGKRI. The MHC is H-2-Kk with pseudo-sequence H-2-Kk. The binding affinity (normalized) is 0.890. (6) The peptide sequence is AVMLVHTYY. The MHC is HLA-A26:01 with pseudo-sequence HLA-A26:01. The binding affinity (normalized) is 0.314. (7) The peptide sequence is QVPLRPMTFK. The MHC is HLA-B08:01 with pseudo-sequence HLA-B08:01. The binding affinity (normalized) is 0. (8) The binding affinity (normalized) is 0.719. The MHC is HLA-B27:05 with pseudo-sequence HLA-B27:05. The peptide sequence is ARKARAAPL.